This data is from Peptide-MHC class II binding affinity with 134,281 pairs from IEDB. The task is: Regression. Given a peptide amino acid sequence and an MHC pseudo amino acid sequence, predict their binding affinity value. This is MHC class II binding data. (1) The MHC is HLA-DQA10301-DQB10302 with pseudo-sequence HLA-DQA10301-DQB10302. The peptide sequence is FEIKCTKPEACSGEPVVVHI. The binding affinity (normalized) is 0.177. (2) The peptide sequence is TNLKVQLIRMAEAEM. The MHC is HLA-DQA10501-DQB10303 with pseudo-sequence HLA-DQA10501-DQB10303. The binding affinity (normalized) is 0.387. (3) The peptide sequence is IARAKMFPAVAEK. The MHC is DRB1_0101 with pseudo-sequence DRB1_0101. The binding affinity (normalized) is 0.289.